From a dataset of Full USPTO retrosynthesis dataset with 1.9M reactions from patents (1976-2016). Predict the reactants needed to synthesize the given product. (1) Given the product [O:1]([C:8]1[CH:9]=[C:10]([CH:13]=[CH:14][CH:15]=1)[CH2:11][S:18][C:17]1[S:24][C:25]2[C:31](=[O:32])[CH2:30][CH2:29][CH2:28][C:26]=2[N:19]=1)[C:2]1[CH:7]=[CH:6][CH:5]=[CH:4][CH:3]=1, predict the reactants needed to synthesize it. The reactants are: [O:1]([C:8]1[CH:9]=[C:10]([CH:13]=[CH:14][CH:15]=1)[CH2:11]Cl)[C:2]1[CH:7]=[CH:6][CH:5]=[CH:4][CH:3]=1.N[C:17]([NH2:19])=[S:18].[OH-].[Na+].ClC1[S:24][C:25]2[C:31](=[O:32])[CH2:30][CH2:29][CH2:28][C:26]=2N=1.Cl. (2) Given the product [Cl:38][C:39]([Cl:44])([Cl:43])[C:40]([C:3]1[N:4]2[C:5]([CH2:6][N:7]([C:15]([C:17]3[CH:22]=[CH:21][C:20]([C:23]4[CH:28]=[CH:27][CH:26]=[CH:25][C:24]=4[CH3:29])=[C:19]([CH3:30])[CH:18]=3)=[O:16])[C:8]3[CH:14]=[CH:13][CH:12]=[CH:11][C:9]=3[CH2:10]2)=[CH:1][CH:2]=1)=[O:41], predict the reactants needed to synthesize it. The reactants are: [CH:1]1[CH:2]=[CH:3][N:4]2[CH2:10][C:9]3[CH:11]=[CH:12][CH:13]=[CH:14][C:8]=3[N:7]([C:15]([C:17]3[CH:22]=[CH:21][C:20]([C:23]4[CH:28]=[CH:27][CH:26]=[CH:25][C:24]=4[CH3:29])=[C:19]([CH3:30])[CH:18]=3)=[O:16])[CH2:6][C:5]=12.C(N(CC)CC)C.[Cl:38][C:39]([Cl:44])([Cl:43])[C:40](Cl)=[O:41].C(OCC)(=O)C.CCCCCC.